This data is from Forward reaction prediction with 1.9M reactions from USPTO patents (1976-2016). The task is: Predict the product of the given reaction. (1) Given the reactants [Br:1][CH:2]([C:6]12[CH2:15][CH:10]3[CH2:11][CH:12]([CH2:14][CH:8]([CH2:9]3)[CH2:7]1)[CH2:13]2)[C:3]([OH:5])=[O:4].[OH:16]S(O)(=O)=O.[N+]([O-])(O)=O, predict the reaction product. The product is: [Br:1][CH:2]([C:6]12[CH2:15][CH:10]3[CH2:11][CH:12]([CH2:14][C:8]([OH:16])([CH2:9]3)[CH2:7]1)[CH2:13]2)[C:3]([OH:5])=[O:4]. (2) Given the reactants C([O:5][C:6](=[O:40])[CH:7]([NH:17][C:18]([C:20]1[CH:25]=[CH:24][C:23]([C:26]2[CH:31]=[CH:30][C:29]([NH:32][C:33]([C:35]3[O:36][CH:37]=[CH:38][CH:39]=3)=[O:34])=[CH:28][CH:27]=2)=[CH:22][CH:21]=1)=[O:19])[CH2:8][CH2:9][C:10]([O:12]C(C)(C)C)=[O:11])(C)(C)C.C(O)(C(F)(F)F)=O, predict the reaction product. The product is: [O:36]1[CH:37]=[CH:38][CH:39]=[C:35]1[C:33]([NH:32][C:29]1[CH:28]=[CH:27][C:26]([C:23]2[CH:24]=[CH:25][C:20]([C:18]([NH:17][CH:7]([CH2:8][CH2:9][C:10]([OH:12])=[O:11])[C:6]([OH:40])=[O:5])=[O:19])=[CH:21][CH:22]=2)=[CH:31][CH:30]=1)=[O:34]. (3) Given the reactants [C:1]([C:5]1[CH:20]=[CH:19][CH:18]=[CH:17][C:6]=1[O:7][C:8]1[CH:13]=[CH:12][N:11]=[CH:10][C:9]=1[N+:14]([O-])=O)([CH3:4])([CH3:3])[CH3:2], predict the reaction product. The product is: [C:1]([C:5]1[CH:20]=[CH:19][CH:18]=[CH:17][C:6]=1[O:7][C:8]1[CH:13]=[CH:12][N:11]=[CH:10][C:9]=1[NH2:14])([CH3:4])([CH3:2])[CH3:3]. (4) Given the reactants Cl.[CH3:2][N:3]1[CH:7]=[C:6]([C:8]2[N:13]=[C:12]([C:14]3[CH:15]=[N:16][N:17]([C:19]4([CH2:23][C:24]#[N:25])[CH2:22][NH:21][CH2:20]4)[CH:18]=3)[N:11]3[CH:26]=[CH:27][N:28]=[C:10]3[CH:9]=2)[CH:5]=[N:4]1.C(O[C:32]1(O[Si](C)(C)C)[CH2:34][CH2:33]1)C.C([BH3-])#N.[Na+], predict the reaction product. The product is: [CH:32]1([N:21]2[CH2:22][C:19]([CH2:23][C:24]#[N:25])([N:17]3[CH:18]=[C:14]([C:12]4[N:11]5[CH:26]=[CH:27][N:28]=[C:10]5[CH:9]=[C:8]([C:6]5[CH:5]=[N:4][N:3]([CH3:2])[CH:7]=5)[N:13]=4)[CH:15]=[N:16]3)[CH2:20]2)[CH2:34][CH2:33]1. (5) Given the reactants O=C([O-])[C@@H]([C@H]([C@@H]([C@@H](CO)O)O)O)O.[Na+].[Cl-].[Mg+2].[Cl-].[Cl-].C([N:36]([CH2:41][C:42]([OH:44])=[O:43])CC(O)=O)COCCOCC[N:36](CC(O)=O)[CH2:41][C:42]([OH:44])=[O:43].C1N(CCO)CC[N:47](CCS(O)(=O)=O)C1.CC([C@H]1[C@@H]2C(O[C@H:64]1[C@H:65]1[O:78]C(=O)[C:74]34O[C@@H]3C[C@:67]2([OH:79])[C@@:66]14C)=O)=C.[CH3:74][C@@:66]12[C:65]34C([O:79][C@@H:67]1[C@@H]1[O:79][C:67](=O)[C@H:66]([C@:65]2([OH:78])[CH2:64][C@H:64]3[O:78]4)[C@@H:74]1C(O)(C)C)=O, predict the reaction product. The product is: [CH3:64][C:65]1[O:78][NH:47][C:67](=[O:79])[C:66]=1[CH2:74][CH:41]([NH2:36])[C:42]([OH:44])=[O:43]. (6) Given the reactants [Cl:1][C:2]1[C:3]2[C:4]3[C:5](=[CH:13][N:14]([C@@H:16]4[O:22][C@H:21]([CH2:23][OH:24])[C@@H:19]([OH:20])[C@@:17]4([CH3:25])[OH:18])[N:15]=2)[CH:6]=[CH:7][C:8]=3[C:9](=[O:12])[NH:10][N:11]=1.N1C=CN=C1.[Si:31](Cl)([C:34]([CH3:37])([CH3:36])[CH3:35])([CH3:33])[CH3:32].C(=O)(O)[O-].[Na+], predict the reaction product. The product is: [Cl:1][C:2]1[C:3]2[C:4]3[C:5](=[CH:13][N:14]([C@@H:16]4[O:22][C@H:21]([CH2:23][O:24][Si:31]([C:34]([CH3:37])([CH3:36])[CH3:35])([CH3:33])[CH3:32])[C@@H:19]([OH:20])[C@@:17]4([CH3:25])[OH:18])[N:15]=2)[CH:6]=[CH:7][C:8]=3[C:9](=[O:12])[NH:10][N:11]=1. (7) Given the reactants [Cl:1][C:2]1[C:7]([F:8])=[C:6]([O:9][CH3:10])[CH:5]=[CH:4][C:3]=1[CH:11]([NH:19]C1C=C(F)C=C2C=1C=CC(=O)N2)[C:12]1([C:15]([F:18])([F:17])[F:16])[CH2:14][O:13]1.C([O-])([O-])=O.[Cs+].[Cs+].CS.O.[CH3:41][N:42]([CH:44]=[O:45])C, predict the reaction product. The product is: [Cl:1][C:2]1[C:7]([F:8])=[C:6]([O:9][CH3:10])[CH:5]=[CH:4][C:3]=1[CH:11]([NH:19][N:42]1[C:41]2[C:4](=[CH:5][CH:6]=[C:7]([F:8])[CH:2]=2)[CH:3]=[CH:11][C:44]1=[O:45])[C:12]1([C:15]([F:17])([F:16])[F:18])[CH2:14][O:13]1. (8) Given the reactants Br[C:2]1[CH:7]=[CH:6][C:5]([C@H:8]([NH:10][S:11]([CH3:14])(=[O:13])=[O:12])[CH3:9])=[CH:4][CH:3]=1.[C:15](=O)([O-])[O-:16].[Na+].[Na+].C([SiH](CC)CC)C.[C]=O, predict the reaction product. The product is: [CH:15]([C:2]1[CH:7]=[CH:6][C:5]([C@H:8]([NH:10][S:11]([CH3:14])(=[O:13])=[O:12])[CH3:9])=[CH:4][CH:3]=1)=[O:16]. (9) Given the reactants [F:1][C:2]([F:14])([F:13])[C:3]1[CH:8]=[CH:7][C:6]([CH2:9][C:10](O)=[O:11])=[CH:5][CH:4]=1.S(Cl)([Cl:17])=O, predict the reaction product. The product is: [F:1][C:2]([F:14])([F:13])[C:3]1[CH:8]=[CH:7][C:6]([CH2:9][C:10]([Cl:17])=[O:11])=[CH:5][CH:4]=1.